This data is from Catalyst prediction with 721,799 reactions and 888 catalyst types from USPTO. The task is: Predict which catalyst facilitates the given reaction. (1) Reactant: [CH3:1][N:2]1[C:7](=[O:8])[CH2:6][C:5](=[O:9])[N:4]([CH3:10])[C:3]1=[O:11].[CH:12](OC)(OC)[O:13]C. Product: [CH3:10][N:4]1[C:5](=[O:9])[CH:6]([CH:12]=[O:13])[C:7](=[O:8])[N:2]([CH3:1])[C:3]1=[O:11]. The catalyst class is: 65. (2) Reactant: [CH:1]12[CH2:7][CH:6]1[N:5](C(OCC1C3C=CC=CC=3C3C1=CC=CC=3)=O)[CH2:4][CH2:3][N:2]2[C:25]([O:27][C:28]([CH3:31])([CH3:30])[CH3:29])=[O:26].C(S)CCCCCCC.C1CCN2C(=NCCC2)CC1. Product: [CH:1]12[CH2:7][CH:6]1[NH:5][CH2:4][CH2:3][N:2]2[C:25]([O:27][C:28]([CH3:31])([CH3:30])[CH3:29])=[O:26]. The catalyst class is: 28.